This data is from NCI-60 drug combinations with 297,098 pairs across 59 cell lines. The task is: Regression. Given two drug SMILES strings and cell line genomic features, predict the synergy score measuring deviation from expected non-interaction effect. Drug 1: C1CCC(CC1)NC(=O)N(CCCl)N=O. Drug 2: B(C(CC(C)C)NC(=O)C(CC1=CC=CC=C1)NC(=O)C2=NC=CN=C2)(O)O. Cell line: HT29. Synergy scores: CSS=6.87, Synergy_ZIP=-4.41, Synergy_Bliss=1.53, Synergy_Loewe=-3.22, Synergy_HSA=-1.21.